This data is from Reaction yield outcomes from USPTO patents with 853,638 reactions. The task is: Predict the reaction yield, written as a fraction of the theoretical maximum amount of product (1.0 means a 100% yield; for example, 0.34 means a 34% yield). (1) The reactants are [C:1]([C:3]1[C:7]([CH3:8])=[C:6]([CH3:9])[S:5][C:4]=1[NH:10][C:11]([NH:13]C(=O)C1C=CC=CC=1)=[S:12])#[N:2].[OH-].[Na+]. The catalyst is CCO. The product is [NH2:2][C:1]1[C:3]2[C:7]([CH3:8])=[C:6]([CH3:9])[S:5][C:4]=2[NH:10][C:11](=[S:12])[N:13]=1. The yield is 0.870. (2) The reactants are [Br:1][C:2]1[C:7]([C:8]([NH2:10])=O)=[CH:6][C:5]([C:11]([F:14])([F:13])[F:12])=[N:4][CH:3]=1.[OH-].[Na+]. The catalyst is P(Cl)(Cl)(Cl)=O. The product is [Br:1][C:2]1[C:7]([C:8]#[N:10])=[CH:6][C:5]([C:11]([F:13])([F:12])[F:14])=[N:4][CH:3]=1. The yield is 0.940. (3) The reactants are [F:1][C:2]1[CH:7]=[CH:6][CH:5]=[C:4]([N+:8]([O-])=O)[C:3]=1[CH2:11][C:12]([OH:14])=O. The catalyst is C(O)(=O)C.[Pd]. The product is [F:1][C:2]1[CH:7]=[CH:6][CH:5]=[C:4]2[C:3]=1[CH2:11][C:12](=[O:14])[NH:8]2. The yield is 0.670.